Dataset: Catalyst prediction with 721,799 reactions and 888 catalyst types from USPTO. Task: Predict which catalyst facilitates the given reaction. (1) Reactant: [Cl:1][C:2]1[CH:7]=[C:6]([O:8][CH3:9])[CH:5]=[CH:4][C:3]=1[CH2:10][C:11]([NH:13][CH3:14])=[O:12].C1C(=O)N([Br:22])C(=O)C1.C(OOCC1C=CC=CC=1)C1C=CC=CC=1. Product: [Br:22][CH:10]([C:3]1[CH:4]=[CH:5][C:6]([O:8][CH3:9])=[CH:7][C:2]=1[Cl:1])[C:11]([NH:13][CH3:14])=[O:12]. The catalyst class is: 53. (2) Reactant: [CH3:1][N:2]1[C:10]2[C:5](=[CH:6][CH:7]=[CH:8][CH:9]=2)[C:4]([C:11]([OH:13])=O)=[CH:3]1.C(Cl)(=O)C(Cl)=O.[NH2:20][C:21]1[CH:26]=[CH:25][C:24]([CH2:27][C:28]([O:30][CH3:31])=[O:29])=[C:23]([F:32])[C:22]=1O.B(O)(O)O. Product: [F:32][C:23]1[C:22]2[O:13][C:11]([C:4]3[C:5]4[C:10](=[CH:9][CH:8]=[CH:7][CH:6]=4)[N:2]([CH3:1])[CH:3]=3)=[N:20][C:21]=2[CH:26]=[CH:25][C:24]=1[CH2:27][C:28]([O:30][CH3:31])=[O:29]. The catalyst class is: 85. (3) Reactant: C([O:8][C:9]1[CH:46]=[CH:45][C:12]([O:13][CH2:14][C@@H:15]([OH:44])[CH2:16][NH:17][CH2:18][CH2:19][C:20]2[CH:43]=[CH:42][C:23]([O:24][CH:25]3[CH2:30][CH2:29][N:28]([C:31]([NH:33][CH2:34][CH2:35][CH2:36][CH2:37][CH2:38][CH2:39][CH2:40][CH3:41])=[O:32])[CH2:27][CH2:26]3)=[CH:22][CH:21]=2)=[CH:11][CH:10]=1)C1C=CC=CC=1. Product: [OH:44][C@H:15]([CH2:14][O:13][C:12]1[CH:45]=[CH:46][C:9]([OH:8])=[CH:10][CH:11]=1)[CH2:16][NH:17][CH2:18][CH2:19][C:20]1[CH:21]=[CH:22][C:23]([O:24][CH:25]2[CH2:26][CH2:27][N:28]([C:31]([NH:33][CH2:34][CH2:35][CH2:36][CH2:37][CH2:38][CH2:39][CH2:40][CH3:41])=[O:32])[CH2:29][CH2:30]2)=[CH:42][CH:43]=1. The catalyst class is: 63. (4) Reactant: [CH3:1][O:2][C:3]1[CH:4]=[C:5]2[C:10](=[CH:11][C:12]=1[O:13][CH3:14])[N:9]=[CH:8][N:7]=[C:6]2[O:15][C:16]1[CH:22]=[CH:21][C:19]([NH2:20])=[CH:18][CH:17]=1.ClC(Cl)(O[C:27](=[O:33])[O:28][C:29](Cl)(Cl)Cl)Cl.[O:35]1[CH2:40][CH2:39][N:38]([CH2:41]CO)[CH2:37][CH2:36]1.C(=O)(O)[O-].[Na+]. Product: [CH3:1][O:2][C:3]1[CH:4]=[C:5]2[C:10](=[CH:11][C:12]=1[O:13][CH3:14])[N:9]=[CH:8][N:7]=[C:6]2[O:15][C:16]1[CH:22]=[CH:21][C:19]([NH:20][C:27](=[O:33])[O:28][CH2:29][CH2:41][N:38]2[CH2:39][CH2:40][O:35][CH2:36][CH2:37]2)=[CH:18][CH:17]=1. The catalyst class is: 208. (5) Reactant: [C:1]1([C:7]2[O:11][CH:10]=[N:9][C:8]=2[C:12]([OH:14])=O)[CH:6]=[CH:5][CH:4]=[CH:3][CH:2]=1.C(Cl)(=O)C(Cl)=O.[Cl:21][C:22]1[CH:23]=[C:24]([N:28]2[CH2:33][CH2:32][NH:31][CH2:30][CH2:29]2)[CH:25]=[CH:26][CH:27]=1.C(N(CC)CC)C. Product: [Cl:21][C:22]1[CH:23]=[C:24]([N:28]2[CH2:33][CH2:32][N:31]([C:12]([C:8]3[N:9]=[CH:10][O:11][C:7]=3[C:1]3[CH:2]=[CH:3][CH:4]=[CH:5][CH:6]=3)=[O:14])[CH2:30][CH2:29]2)[CH:25]=[CH:26][CH:27]=1. The catalyst class is: 4. (6) Reactant: FC1C=C([C@]2(NC(=O)C3C=CC([C@@H:31]([OH:36])[C:32]([F:35])([F:34])[F:33])=CC=3)C3=NC=CC=C3OCC2)C=CC=1OC(F)(F)F.[F:38][C:39]1[CH:40]=[C:41]([C@:50]2([NH:60][C:61](=[O:74])[C:62]3[CH:67]=[CH:66][C:65]([C@H:68]([OH:73])[C:69]([F:72])([F:71])[F:70])=[CH:64][CH:63]=3)[C:55]3=[N:56][CH:57]=[CH:58][CH:59]=[C:54]3[O:53][CH2:52][CH2:51]2)[CH:42]=[CH:43][C:44]=1[O:45][C:46]([F:49])([F:48])[F:47].CC(OI1(OC(C)=O)(OC(C)=O)OC(=O)C2C=CC=CC1=2)=O.C([O-])(O)=O.[Na+]. Product: [F:33][C:32]([F:35])([F:34])[C:31]([OH:36])=[O:45].[F:38][C:39]1[CH:40]=[C:41]([C@:50]2([NH:60][C:61](=[O:74])[C:62]3[CH:67]=[CH:66][C:65]([C:68](=[O:73])[C:69]([F:71])([F:72])[F:70])=[CH:64][CH:63]=3)[C:55]3=[N:56][CH:57]=[CH:58][CH:59]=[C:54]3[O:53][CH2:52][CH2:51]2)[CH:42]=[CH:43][C:44]=1[O:45][C:46]([F:48])([F:47])[F:49]. The catalyst class is: 232.